This data is from Reaction yield outcomes from USPTO patents with 853,638 reactions. The task is: Predict the reaction yield, written as a fraction of the theoretical maximum amount of product (1.0 means a 100% yield; for example, 0.34 means a 34% yield). The reactants are [NH2:1][C:2]1[C:9]([C:10]#[CH:11])=[CH:8][C:5]([C:6]#[N:7])=[C:4]([Cl:12])[CH:3]=1.CC([O-])(C)C.[K+]. The catalyst is C1COCC1. The product is [Cl:12][C:4]1[CH:3]=[C:2]2[C:9]([CH:10]=[CH:11][NH:1]2)=[CH:8][C:5]=1[C:6]#[N:7]. The yield is 0.860.